The task is: Predict the reactants needed to synthesize the given product.. This data is from Full USPTO retrosynthesis dataset with 1.9M reactions from patents (1976-2016). (1) Given the product [CH2:21]([N:8]([CH2:1][C:2]1[CH:3]=[CH:4][CH:5]=[CH:6][CH:7]=1)[C:9]1[CH:10]=[C:11]2[C:16](=[CH:17][C:18]=1[F:19])[C:15]([N:20]([C:28]([O:30][C:31]([CH3:34])([CH3:33])[CH3:32])=[O:29])[C:28]([O:30][C:31]([CH3:34])([CH3:33])[CH3:32])=[O:29])=[N:14][CH:13]=[CH:12]2)[C:22]1[CH:27]=[CH:26][CH:25]=[CH:24][CH:23]=1, predict the reactants needed to synthesize it. The reactants are: [CH2:1]([N:8]([CH2:21][C:22]1[CH:27]=[CH:26][CH:25]=[CH:24][CH:23]=1)[C:9]1[CH:10]=[C:11]2[C:16](=[CH:17][C:18]=1[F:19])[C:15]([NH2:20])=[N:14][CH:13]=[CH:12]2)[C:2]1[CH:7]=[CH:6][CH:5]=[CH:4][CH:3]=1.[C:28](O[C:28]([O:30][C:31]([CH3:34])([CH3:33])[CH3:32])=[O:29])([O:30][C:31]([CH3:34])([CH3:33])[CH3:32])=[O:29]. (2) Given the product [CH:13]1([N:10]2[CH2:9][C:8]3([CH2:19][CH2:18]3)[C:7](=[O:20])[N:6]([CH3:21])[C:5]3[CH:4]=[N:3][C:2]([NH:22][C:23]4[CH:39]=[CH:38][C:26]([C:27]([NH:29][CH:30]5[CH2:31][CH2:32][N:33]([CH2:36][CH3:37])[CH2:34][CH2:35]5)=[O:28])=[CH:25][C:24]=4[O:40][CH3:41])=[N:12][C:11]2=3)[CH2:17][CH2:16][CH2:15][CH2:14]1, predict the reactants needed to synthesize it. The reactants are: Cl[C:2]1[N:3]=[CH:4][C:5]2[N:6]([CH3:21])[C:7](=[O:20])[C:8]3([CH2:19][CH2:18]3)[CH2:9][N:10]([CH:13]3[CH2:17][CH2:16][CH2:15][CH2:14]3)[C:11]=2[N:12]=1.[NH2:22][C:23]1[CH:39]=[CH:38][C:26]([C:27]([NH:29][CH:30]2[CH2:35][CH2:34][N:33]([CH2:36][CH3:37])[CH2:32][CH2:31]2)=[O:28])=[CH:25][C:24]=1[O:40][CH3:41].O.C1(C)C=CC(S(O)(=O)=O)=CC=1.CO.